From a dataset of Full USPTO retrosynthesis dataset with 1.9M reactions from patents (1976-2016). Predict the reactants needed to synthesize the given product. Given the product [C:10]([O:13][C:14]1[CH:22]=[CH:21][CH:20]=[CH:19][C:15]=1[C:16]([NH:1][C:2]1[CH:9]=[CH:8][C:5]([C:6]#[N:7])=[CH:4][CH:3]=1)=[O:17])(=[O:12])[CH3:11], predict the reactants needed to synthesize it. The reactants are: [NH2:1][C:2]1[CH:9]=[CH:8][C:5]([C:6]#[N:7])=[CH:4][CH:3]=1.[C:10]([O:13][C:14]1[C:15](=[CH:19][CH:20]=[CH:21][CH:22]=1)[C:16](Cl)=[O:17])(=[O:12])[CH3:11].CCN(CC)CC.